This data is from Full USPTO retrosynthesis dataset with 1.9M reactions from patents (1976-2016). The task is: Predict the reactants needed to synthesize the given product. (1) Given the product [CH2:20]([S:25][C:26]1[S:27][C:28](=[C:17]2[S:18][C:13]3[CH2:12][N:11]([S:1]([C:4]4[CH:10]=[CH:9][C:7]([CH3:8])=[CH:6][CH:5]=4)(=[O:3])=[O:2])[CH2:15][C:14]=3[S:16]2)[S:29][C:30]=1[S:31][CH2:32][CH2:33][CH2:34][CH2:35][CH3:36])[CH2:21][CH2:22][CH2:23][CH3:24], predict the reactants needed to synthesize it. The reactants are: [S:1]([N:11]1[CH:15]=[C:14]2[S:16][C:17](=O)[S:18][C:13]2=[CH:12]1)([C:4]1[CH:10]=[CH:9][C:7]([CH3:8])=[CH:6][CH:5]=1)(=[O:3])=[O:2].[CH2:20]([S:25][C:26]1[S:27][C:28](=S)[S:29][C:30]=1[S:31][CH2:32][CH2:33][CH2:34][CH2:35][CH3:36])[CH2:21][CH2:22][CH2:23][CH3:24].CO. (2) Given the product [CH3:9][O:8][C:7]1[C:2]([CH:13]=[CH2:14])=[N:3][C:4]([N+:10]([O-:12])=[O:11])=[CH:5][CH:6]=1, predict the reactants needed to synthesize it. The reactants are: Br[C:2]1[C:7]([O:8][CH3:9])=[CH:6][CH:5]=[C:4]([N+:10]([O-:12])=[O:11])[N:3]=1.[CH2:13]([Sn](CCCC)(CCCC)C=C)[CH2:14]CC. (3) Given the product [Cl:10][C:11]1[CH:12]=[C:13]([C:18]2[C:30]([O:31][CH2:32][CH3:33])=[CH:29][C:21]([C:22]([NH:24][S:25]([CH3:28])(=[O:26])=[O:27])=[O:23])=[C:20]([F:34])[CH:19]=2)[CH:14]=[N:15][C:16]=1[O:8][C:4]1[CH:5]=[CH:6][CH:7]=[C:2]([Cl:1])[C:3]=1[CH3:9], predict the reactants needed to synthesize it. The reactants are: [Cl:1][C:2]1[C:3]([CH3:9])=[C:4]([OH:8])[CH:5]=[CH:6][CH:7]=1.[Cl:10][C:11]1[CH:12]=[C:13]([C:18]2[C:30]([O:31][CH2:32][CH3:33])=[CH:29][C:21]([C:22]([NH:24][S:25]([CH3:28])(=[O:27])=[O:26])=[O:23])=[C:20]([F:34])[CH:19]=2)[CH:14]=[N:15][C:16]=1F.C(=O)([O-])[O-].[Cs+].[Cs+]. (4) The reactants are: [CH:1]1([C:7]([OH:9])=[O:8])[CH2:6][CH2:5][CH2:4][CH2:3][CH2:2]1.[CH3:10][Si:11]([CH3:16])([CH3:15])[CH2:12][CH2:13]O.Cl.C(N=C=NCCCN(C)C)C. Given the product [CH:1]1([C:7]([O:9][CH2:13][CH2:12][Si:11]([CH3:16])([CH3:15])[CH3:10])=[O:8])[CH2:6][CH2:5][CH2:4][CH2:3][CH2:2]1, predict the reactants needed to synthesize it. (5) Given the product [OH:44][C:45]([CH3:49])([CH3:48])[CH2:46][NH:47][C:20]([C:17]1[NH:18][N:19]=[C:15]([NH:14][CH2:13][C:12]2[C:8]([C:5]3[CH:4]=[CH:3][C:2]([F:1])=[CH:7][CH:6]=3)=[N:9][O:10][C:11]=2[CH3:23])[CH:16]=1)=[O:22], predict the reactants needed to synthesize it. The reactants are: [F:1][C:2]1[CH:7]=[CH:6][C:5]([C:8]2[C:12]([CH2:13][NH:14][C:15]3[CH:16]=[C:17]([C:20]([OH:22])=O)[NH:18][N:19]=3)=[C:11]([CH3:23])[O:10][N:9]=2)=[CH:4][CH:3]=1.O.ON1C2C=CC=CC=2N=N1.C(N(C(C)C)C(C)C)C.[OH:44][C:45]([CH3:49])([CH3:48])[CH2:46][NH2:47].[Cl-].[Na+].